This data is from Full USPTO retrosynthesis dataset with 1.9M reactions from patents (1976-2016). The task is: Predict the reactants needed to synthesize the given product. (1) Given the product [CH2:1]([O:19][C:28](=[O:29])[C:20](=[O:27])[C:21]1[CH:26]=[CH:25][CH:24]=[CH:23][CH:22]=1)[CH2:2][CH2:3][CH2:4][CH2:5][CH2:6][CH2:7][CH2:8][CH2:9][CH2:10][CH2:11][CH2:12][CH2:13][CH2:14][CH2:15][CH2:16][CH2:17][CH3:18], predict the reactants needed to synthesize it. The reactants are: [CH2:1]([OH:19])[CH2:2][CH2:3][CH2:4][CH2:5][CH2:6][CH2:7][CH2:8][CH2:9][CH2:10][CH2:11][CH2:12][CH2:13][CH2:14][CH2:15][CH2:16][CH2:17][CH3:18].[C:20]([C:28](O)=[O:29])(=[O:27])[C:21]1[CH:26]=[CH:25][CH:24]=[CH:23][CH:22]=1.O.C1(C)C=CC(S(O)(=O)=O)=CC=1.C1(C)C=CC=CC=1. (2) Given the product [Cl:31][C:23]1[CH:22]=[C:21]([C:32]#[N:33])[CH:30]=[CH:29][C:24]=1[C:25]([O:27][CH3:28])=[O:26], predict the reactants needed to synthesize it. The reactants are: C1(P(C2C=CC=CC=2)C2C=CC=CC=2)C=CC=CC=1.Br[C:21]1[CH:30]=[CH:29][C:24]([C:25]([O:27][CH3:28])=[O:26])=[C:23]([Cl:31])[CH:22]=1.[CH3:32][N:33](C=O)C. (3) Given the product [O:18]=[C:7]1[CH:8]=[CH:9][C:10]2[C:15](=[CH:14][C:13]([C:16]#[N:17])=[CH:12][CH:11]=2)[N:6]1[CH2:5][CH:4]=[O:3], predict the reactants needed to synthesize it. The reactants are: C([O:3][CH:4](OCC)[CH2:5][N:6]1[C:15]2[C:10](=[CH:11][CH:12]=[C:13]([C:16]#[N:17])[CH:14]=2)[CH:9]=[CH:8][C:7]1=[O:18])C.Cl.